This data is from Reaction yield outcomes from USPTO patents with 853,638 reactions. The task is: Predict the reaction yield, written as a fraction of the theoretical maximum amount of product (1.0 means a 100% yield; for example, 0.34 means a 34% yield). (1) The reactants are [CH3:1][C:2]1[C:6]([CH2:7][N:8]2[CH:12]=[C:11]([N:13]3[C:17](=[O:18])[CH2:16][NH:15][C:14]3=[O:19])[CH:10]=[N:9]2)=[C:5]([CH3:20])[O:4][N:3]=1.[F:21][C:22]1[CH:23]=[C:24]([CH:28]=[CH:29][CH:30]=1)[CH2:25][CH2:26]Br. No catalyst specified. The product is [CH3:1][C:2]1[C:6]([CH2:7][N:8]2[CH:12]=[C:11]([N:13]3[C:17](=[O:18])[CH2:16][N:15]([CH2:26][CH2:25][C:24]4[CH:28]=[CH:29][CH:30]=[C:22]([F:21])[CH:23]=4)[C:14]3=[O:19])[CH:10]=[N:9]2)=[C:5]([CH3:20])[O:4][N:3]=1. The yield is 0.220. (2) The reactants are [CH3:1][C:2]1[CH:3]=[C:4]([NH2:8])[CH:5]=[N:6][CH:7]=1.F[C:10]1[C:15]([C:16]2[N:21]=[C:20]([CH3:22])[N:19]=[C:18]([N:23]([CH2:33][C:34]3[CH:39]=[CH:38][C:37]([O:40][CH3:41])=[CH:36][CH:35]=3)[CH2:24][C:25]3[CH:30]=[CH:29][C:28]([O:31][CH3:32])=[CH:27][CH:26]=3)[N:17]=2)=[CH:14][CH:13]=[CH:12][N:11]=1. No catalyst specified. The product is [CH3:41][O:40][C:37]1[CH:36]=[CH:35][C:34]([CH2:33][N:23]([CH2:24][C:25]2[CH:26]=[CH:27][C:28]([O:31][CH3:32])=[CH:29][CH:30]=2)[C:18]2[N:19]=[C:20]([CH3:22])[N:21]=[C:16]([C:15]3[C:10]([NH:8][C:4]4[CH:5]=[N:6][CH:7]=[C:2]([CH3:1])[CH:3]=4)=[N:11][CH:12]=[CH:13][CH:14]=3)[N:17]=2)=[CH:39][CH:38]=1. The yield is 0.257.